This data is from Full USPTO retrosynthesis dataset with 1.9M reactions from patents (1976-2016). The task is: Predict the reactants needed to synthesize the given product. (1) Given the product [Cl:42][C:38]1[CH:37]=[C:36]([C@@H:27]2[C@@H:28]([C:29]3[CH:34]=[CH:33][C:32]([Cl:35])=[CH:31][CH:30]=3)[N:23]([C@@H:20]([CH2:21][CH3:22])[CH2:19][OH:18])[C:24](=[O:48])[C@:25]([CH2:44][C:45]([O:47][CH3:49])=[O:46])([CH3:43])[CH2:26]2)[CH:41]=[CH:40][CH:39]=1, predict the reactants needed to synthesize it. The reactants are: [Si]([O:18][CH2:19][C@@H:20]([N:23]1[C@H:28]([C:29]2[CH:34]=[CH:33][C:32]([Cl:35])=[CH:31][CH:30]=2)[C@@H:27]([C:36]2[CH:41]=[CH:40][CH:39]=[C:38]([Cl:42])[CH:37]=2)[CH2:26][C@@:25]([CH2:44][C:45]([OH:47])=[O:46])([CH3:43])[C:24]1=[O:48])[CH2:21][CH3:22])(C(C)(C)C)(C1C=CC=CC=1)C1C=CC=CC=1.[CH3:49][Si](C=[N+]=[N-])(C)C.C(OCC)C.CCCC[N+](CCCC)(CCCC)CCCC.[F-]. (2) Given the product [CH:33]1([C:44]2[CH:45]=[CH:46][C:47]([C:24](=[O:25])[CH:23]=[CH:1][C:3]3[CH:16]=[CH:15][C:6]([C:7]([NH:9][CH2:10][CH2:11][C:12]([OH:14])=[O:13])=[O:8])=[CH:5][CH:4]=3)=[CH:53][CH:54]=2)[CH2:38][CH2:43][CH2:42][CH2:41][CH2:40]1, predict the reactants needed to synthesize it. The reactants are: [CH:1]([C:3]1[CH:16]=[CH:15][C:6]([C:7]([NH:9][CH2:10][CH2:11][C:12]([OH:14])=[O:13])=[O:8])=[CH:5][CH:4]=1)=O.C1CCC([CH2:23][C:24](C2C=CC=CC=2)=[O:25])CC1.N1C=CC=C[C:33]=1[C:38]1[CH:43]=[CH:42][CH:41]=[CH:40]N=1.[CH2:44]1[CH2:54][CH2:53]N2[C:47](=NCCC2)[CH2:46][CH2:45]1. (3) Given the product [C:1]([OH:9])(=[O:8])[CH:2]([CH2:4][C:5]([OH:7])=[O:6])[OH:3], predict the reactants needed to synthesize it. The reactants are: [C:1]([O-:9])(=[O:8])[CH:2]([CH2:4][C:5]([O-:7])=[O:6])[OH:3].[Na+].[Na+]. (4) Given the product [CH3:1][C:2]1[C:6]([C:7]2[C:16]3[O:15][CH2:14][C@H:13]([C:17]4[CH:22]=[CH:21][CH:20]=[CH:19][N:18]=4)[N:12]4[C:23](=[O:25])[NH:24][C:10]([C:11]=34)=[C:9]([CH:26]=[O:30])[CH:8]=2)=[C:5]([CH3:28])[O:4][N:3]=1, predict the reactants needed to synthesize it. The reactants are: [CH3:1][C:2]1[C:6]([C:7]2[C:16]3[O:15][CH2:14][C@H:13]([C:17]4[CH:22]=[CH:21][CH:20]=[CH:19][N:18]=4)[N:12]4[C:23](=[O:25])[NH:24][C:10]([C:11]=34)=[C:9]([CH:26]=C)[CH:8]=2)=[C:5]([CH3:28])[O:4][N:3]=1.I([O-])(=O)(=O)=[O:30].[Na+]. (5) Given the product [CH2:1]([O:4][C:12](=[O:13])[C@H:10]([CH3:11])[NH2:9])[CH2:2][CH3:3], predict the reactants needed to synthesize it. The reactants are: [CH2:1]([OH:4])[CH2:2][CH3:3].S(Cl)(Cl)=O.[NH2:9][C@H:10]([C:12](O)=[O:13])[CH3:11]. (6) Given the product [F:1][C:2]1[C:10]([F:11])=[C:9]([F:12])[C:8]([F:13])=[C:7]2[C:3]=1[C:4]([C:24]([CH:20]1[C:21]([CH3:23])([CH3:22])[C:19]1([CH3:27])[CH3:18])=[O:25])=[CH:5][NH:6]2, predict the reactants needed to synthesize it. The reactants are: [F:1][C:2]1[C:10]([F:11])=[C:9]([F:12])[C:8]([F:13])=[C:7]2[C:3]=1[CH:4]=[CH:5][NH:6]2.C([Mg]Br)C.[CH3:18][C:19]1([CH3:27])[C:21]([CH3:23])([CH3:22])[CH:20]1[C:24](Cl)=[O:25]. (7) Given the product [C:1]1([CH:7]2[CH2:8][NH:9][C:12](=[O:13])[C:11](=[O:17])[NH:10]2)[CH:6]=[CH:5][CH:4]=[CH:3][CH:2]=1, predict the reactants needed to synthesize it. The reactants are: [C:1]1([CH:7]([NH2:10])[CH2:8][NH2:9])[CH:6]=[CH:5][CH:4]=[CH:3][CH:2]=1.[C:11](OCC)(=[O:17])[C:12](OCC)=[O:13].